This data is from Forward reaction prediction with 1.9M reactions from USPTO patents (1976-2016). The task is: Predict the product of the given reaction. (1) Given the reactants [Cl:1][C:2]1[CH:9]=[N:8][CH:7]=[C:6](Cl)[C:3]=1[C:4]#[N:5].[CH3:11][S-:12].[Na+], predict the reaction product. The product is: [Cl:1][C:2]1[CH:9]=[N:8][CH:7]=[C:6]([S:12][CH3:11])[C:3]=1[C:4]#[N:5]. (2) Given the reactants [Cl:1][C:2]1[CH:30]=[CH:29][CH:28]=[CH:27][C:3]=1[CH2:4][N:5]1[C:9](=[O:10])[CH2:8][CH2:7][C@@H:6]1[C:11]([NH:13][CH:14]([CH2:20][C:21]1[CH:26]=[CH:25][CH:24]=[CH:23][CH:22]=1)[CH:15]([OH:19])[C:16](O)=[O:17])=[O:12].[CH3:31][O:32][NH2:33], predict the reaction product. The product is: [Cl:1][C:2]1[CH:30]=[CH:29][CH:28]=[CH:27][C:3]=1[CH2:4][N:5]1[C:9](=[O:10])[CH2:8][CH2:7][C@@H:6]1[C:11]([NH:13][CH:14]([CH:15]([OH:19])[C:16]([NH:33][O:32][CH3:31])=[O:17])[CH2:20][C:21]1[CH:22]=[CH:23][CH:24]=[CH:25][CH:26]=1)=[O:12].